This data is from Catalyst prediction with 721,799 reactions and 888 catalyst types from USPTO. The task is: Predict which catalyst facilitates the given reaction. (1) Reactant: [NH2:1][C:2]1[CH:7]=[CH:6][N:5]=[C:4]([Cl:8])[CH:3]=1.C([Li])CCC.[CH3:14][O:15][C:16]1[CH:17]=[C:18]([C:24]2[C:36](=[O:37])[N:35]([CH2:38][CH3:39])[C:27]3[N:28]=[C:29](S(C)=O)[N:30]=[CH:31][C:26]=3[CH:25]=2)[CH:19]=[C:20]([O:22][CH3:23])[CH:21]=1.C(OCC)(=O)C.O. Product: [CH3:23][O:22][C:20]1[CH:19]=[C:18]([C:24]2[C:36](=[O:37])[N:35]([CH2:38][CH3:39])[C:27]3[N:28]=[C:29]([NH:1][C:2]4[CH:7]=[CH:6][N:5]=[C:4]([Cl:8])[CH:3]=4)[N:30]=[CH:31][C:26]=3[CH:25]=2)[CH:17]=[C:16]([O:15][CH3:14])[CH:21]=1. The catalyst class is: 1. (2) Reactant: [CH3:1][O:2][C:3]1[C:37]([O:38][CH3:39])=[CH:36][CH:35]=[CH:34][C:4]=1[CH2:5][N:6]([CH2:27][CH2:28][CH2:29][CH2:30][CH2:31][CH2:32][CH3:33])[C:7](=[O:26])[CH2:8][O:9][C:10]1[CH:15]=[CH:14][C:13]([CH2:16][C@H:17]([O:23][CH2:24][CH3:25])[C:18]([O:20]CC)=[O:19])=[CH:12][CH:11]=1.[Li+].[OH-].Cl. Product: [CH3:1][O:2][C:3]1[C:37]([O:38][CH3:39])=[CH:36][CH:35]=[CH:34][C:4]=1[CH2:5][N:6]([CH2:27][CH2:28][CH2:29][CH2:30][CH2:31][CH2:32][CH3:33])[C:7](=[O:26])[CH2:8][O:9][C:10]1[CH:11]=[CH:12][C:13]([CH2:16][C@H:17]([O:23][CH2:24][CH3:25])[C:18]([OH:20])=[O:19])=[CH:14][CH:15]=1. The catalyst class is: 10. (3) The catalyst class is: 1. Product: [C:1]([O:5][C:6]([N:8]1[CH2:12][CH:11]([O:13][C:27]2[CH:32]=[CH:31][CH:30]=[CH:29][CH:28]=2)[CH:10]2[N:14]([C:17]([O:19][CH2:20][C:21]3[CH:26]=[CH:25][CH:24]=[CH:23][CH:22]=3)=[O:18])[CH2:15][CH2:16][CH:9]12)=[O:7])([CH3:4])([CH3:2])[CH3:3]. Reactant: [C:1]([O:5][C:6]([N:8]1[CH2:12][CH:11]([OH:13])[CH:10]2[N:14]([C:17]([O:19][CH2:20][C:21]3[CH:26]=[CH:25][CH:24]=[CH:23][CH:22]=3)=[O:18])[CH2:15][CH2:16][CH:9]12)=[O:7])([CH3:4])([CH3:3])[CH3:2].[C:27]1(O)[CH:32]=[CH:31][CH:30]=[CH:29][CH:28]=1.C1C=CC(P(C2C=CC=CC=2)C2C=CC=CC=2)=CC=1.CC(OC(/N=N/C(OC(C)C)=O)=O)C. (4) Reactant: [K+].[C@H:2]1([C:12]([O-:14])=[O:13])[C:11]2[C:6](=[CH:7][CH:8]=[CH:9][CH:10]=2)[CH2:5][CH2:4][NH:3]1.Cl.CC(C)=O. Product: [C@H:2]1([C:12]([OH:14])=[O:13])[C:11]2[C:6](=[CH:7][CH:8]=[CH:9][CH:10]=2)[CH2:5][CH2:4][NH:3]1. The catalyst class is: 6. (5) Reactant: [ClH:1].CC(C)=O.C(OC([N:13]1[CH2:18][CH2:17][N:16]([C:19]([C:21]2[CH:26]=[CH:25][C:24]([C:27]3[CH:32]=[CH:31][CH:30]=[CH:29][N+:28]=3[O-:33])=[CH:23][CH:22]=2)=[O:20])[CH2:15][CH2:14]1)=O)(C)(C)C. Product: [ClH:1].[N:16]1([C:19]([C:21]2[CH:26]=[CH:25][C:24]([C:27]3[CH:32]=[CH:31][CH:30]=[CH:29][N+:28]=3[O-:33])=[CH:23][CH:22]=2)=[O:20])[CH2:17][CH2:18][NH:13][CH2:14][CH2:15]1. The catalyst class is: 429. (6) Reactant: Cl[CH2:2][C:3]1[N:7]([CH2:8][CH3:9])[N:6]=[CH:5][CH:4]=1.[C-:10]#[N:11].[K+]. Product: [CH2:8]([N:7]1[C:3]([CH2:2][C:10]#[N:11])=[CH:4][CH:5]=[N:6]1)[CH3:9]. The catalyst class is: 578. (7) Reactant: C(=O)(O)[O-].[Na+].[OH:6][C:7]([C:14]([F:17])([F:16])[F:15])([CH2:12][CH3:13])[C:8]([NH:10][NH2:11])=[O:9].[N:18]#[C:19]Br. Product: [NH2:18][C:19]1[O:9][C:8]([C:7]([OH:6])([CH2:12][CH3:13])[C:14]([F:15])([F:16])[F:17])=[N:10][N:11]=1. The catalyst class is: 6.